This data is from Reaction yield outcomes from USPTO patents with 853,638 reactions. The task is: Predict the reaction yield, written as a fraction of the theoretical maximum amount of product (1.0 means a 100% yield; for example, 0.34 means a 34% yield). (1) The reactants are [F:1][C:2]1[CH:7]=[CH:6][C:5]([CH2:8][CH2:9][CH2:10][NH:11][C@H:12]2[CH2:17][CH2:16][C@H:15]([C:18]3[CH:27]=[CH:26][C:21]4[NH:22][C:23](=[O:25])[S:24][C:20]=4[CH:19]=3)[CH2:14][CH2:13]2)=[CH:4][CH:3]=1.O.[C:29](O[BH-](OC(=O)C)OC(=O)C)(=O)C.[Na+].[OH-].[Na+]. The catalyst is CO. The product is [F:1][C:2]1[CH:7]=[CH:6][C:5]([CH2:8][CH2:9][CH2:10][N:11]([CH3:29])[C@H:12]2[CH2:17][CH2:16][C@H:15]([C:18]3[CH:27]=[CH:26][C:21]4[NH:22][C:23](=[O:25])[S:24][C:20]=4[CH:19]=3)[CH2:14][CH2:13]2)=[CH:4][CH:3]=1. The yield is 0.150. (2) The reactants are [Cl:1][S:2]([OH:5])(=O)=[O:3].[CH3:6][N:7]1[C:15]2[C:10](=[CH:11][CH:12]=[CH:13][CH:14]=2)[CH2:9][CH2:8]1. No catalyst specified. The yield is 0.0700. The product is [CH3:6][N:7]1[C:15]2[C:10](=[CH:11][CH:12]=[C:13]([S:2]([Cl:1])(=[O:5])=[O:3])[CH:14]=2)[CH2:9][CH2:8]1. (3) The reactants are C(OC([N:8]1[CH2:13][CH:12]=[C:11]([C:14]2[CH:15]=[CH:16][C:17]3[O:26][CH2:25][CH2:24][C:23]4[N:19]([N:20]=[C:21]([C:27]5[N:28]([CH2:32][C:33]([F:36])([F:35])[F:34])[N:29]=[CH:30][N:31]=5)[CH:22]=4)[C:18]=3[CH:37]=2)[CH2:10][CH2:9]1)=O)(C)(C)C.Cl.C(OCC)C. The catalyst is [Pd]. The product is [NH:8]1[CH2:13][CH2:12][CH:11]([C:14]2[CH:15]=[CH:16][C:17]3[O:26][CH2:25][CH2:24][C:23]4[N:19]([N:20]=[C:21]([C:27]5[N:28]([CH2:32][C:33]([F:35])([F:34])[F:36])[N:29]=[CH:30][N:31]=5)[CH:22]=4)[C:18]=3[CH:37]=2)[CH2:10][CH2:9]1. The yield is 0.740. (4) The reactants are [CH:1]1([C:4]([C:6](=[CH:12]N(C)C)[C:7]([O:9][CH2:10][CH3:11])=[O:8])=O)[CH2:3][CH2:2]1.Cl.[N:17]1([C:23](=[NH:25])[NH2:24])[CH2:22][CH2:21][O:20][CH2:19][CH2:18]1.[O-]CC.[Na+]. The catalyst is C(O)C. The product is [CH:1]1([C:4]2[C:6]([C:7]([O:9][CH2:10][CH3:11])=[O:8])=[CH:12][N:24]=[C:23]([N:17]3[CH2:22][CH2:21][O:20][CH2:19][CH2:18]3)[N:25]=2)[CH2:3][CH2:2]1. The yield is 0.350.